Dataset: Forward reaction prediction with 1.9M reactions from USPTO patents (1976-2016). Task: Predict the product of the given reaction. (1) Given the reactants [N+:1]([C:4]1[CH:5]=[C:6]([CH:11]=[CH:12][CH:13]=1)[C:7](=[N:9][OH:10])[NH2:8])([O-:3])=[O:2].[C:14](OC)(=O)[CH2:15][C:16]([CH3:18])=[O:17], predict the reaction product. The product is: [O:17]=[C:16]([CH3:18])[CH2:15][C:14]1[O:10][N:9]=[C:7]([C:6]2[CH:11]=[CH:12][CH:13]=[C:4]([N+:1]([O-:3])=[O:2])[CH:5]=2)[N:8]=1. (2) Given the reactants [I:1]NC(=O)CCC(N)=O.FC(F)(F)C(OC(=O)C(F)(F)F)=O.[CH2:23]([O:26][C:27]1[N:35]=[CH:34][CH:33]=[CH:32][C:28]=1[C:29]([OH:31])=[O:30])[CH2:24][CH3:25], predict the reaction product. The product is: [CH2:23]([O:26][C:27]1[N:35]=[CH:34][C:33]([I:1])=[CH:32][C:28]=1[C:29]([OH:31])=[O:30])[CH2:24][CH3:25]. (3) Given the reactants [CH:1]1([Mg]Br)[CH2:6][CH2:5][CH2:4][CH2:3][CH2:2]1.CCOCC.[Cl:14][C:15]1[CH:23]=[C:22]2[C:18]([C:19](=[O:25])[C:20](=[O:24])[NH:21]2)=[CH:17][CH:16]=1, predict the reaction product. The product is: [Cl:14][C:15]1[CH:23]=[C:22]2[C:18]([C:19]([CH:1]3[CH2:6][CH2:5][CH2:4][CH2:3][CH2:2]3)([OH:25])[C:20](=[O:24])[NH:21]2)=[CH:17][CH:16]=1. (4) Given the reactants [OH:1][C:2]1[C:3]2[CH:14]=[C:13]([C:15]([F:18])([F:17])[F:16])[CH:12]=[CH:11][C:4]=2[S:5][C:6]=1[C:7]([O:9][CH3:10])=[O:8].[C:19](Cl)(=[O:21])[CH3:20].C(N(CC)CC)C, predict the reaction product. The product is: [C:19]([O:1][C:2]1[C:3]2[CH:14]=[C:13]([C:15]([F:18])([F:16])[F:17])[CH:12]=[CH:11][C:4]=2[S:5][C:6]=1[C:7]([O:9][CH3:10])=[O:8])(=[O:21])[CH3:20]. (5) Given the reactants CS([C:4]1[N:9]=[CH:8][N:7]=[C:6]([C:10]2[CH:14]=[N:13][N:12]([CH3:15])[C:11]=2[NH:16][C:17]2[CH:18]=[C:19]([NH:24][C:25](=[O:36])[C:26]3[CH:31]=[CH:30][CH:29]=[C:28]([C:32]([F:35])([F:34])[F:33])[CH:27]=3)[CH:20]=[CH:21][C:22]=2[CH3:23])[CH:5]=1)=O.[N:37]1([CH2:43][CH2:44][NH2:45])[CH2:42][CH2:41][O:40][CH2:39][CH2:38]1, predict the reaction product. The product is: [CH3:23][C:22]1[CH:21]=[CH:20][C:19]([NH:24][C:25](=[O:36])[C:26]2[CH:31]=[CH:30][CH:29]=[C:28]([C:32]([F:35])([F:34])[F:33])[CH:27]=2)=[CH:18][C:17]=1[NH:16][C:11]1[N:12]([CH3:15])[N:13]=[CH:14][C:10]=1[C:6]1[CH:5]=[C:4]([NH:45][CH2:44][CH2:43][N:37]2[CH2:42][CH2:41][O:40][CH2:39][CH2:38]2)[N:9]=[CH:8][N:7]=1. (6) Given the reactants [ClH:1].[CH:2]([NH:5][CH:6]([OH:15])[C:7]([C:9]1[CH:14]=[CH:13][CH:12]=[CH:11][CH:10]=1)=O)([CH3:4])[CH3:3].[BH4-].[Na+].C[OH:19], predict the reaction product. The product is: [ClH:1].[CH:2]([NH:5][CH:6]([OH:15])[CH2:7][C:9]1[CH:14]=[CH:13][CH:12]=[CH:11][C:10]=1[OH:19])([CH3:4])[CH3:3]. (7) Given the reactants [C:1]([N:20]1[CH:24]=[C:23]([CH:25]=O)[N:22]=[CH:21]1)([C:14]1[CH:19]=[CH:18][CH:17]=[CH:16][CH:15]=1)([C:8]1[CH:13]=[CH:12][CH:11]=[CH:10][CH:9]=1)[C:2]1[CH:7]=[CH:6][CH:5]=[CH:4][CH:3]=1.[N:27]1([NH2:33])[CH2:32][CH2:31][CH2:30][CH2:29][CH2:28]1.C(O)C, predict the reaction product. The product is: [N:27]1([N:33]=[CH:25][C:23]2[N:22]=[CH:21][N:20]([C:1]([C:14]3[CH:19]=[CH:18][CH:17]=[CH:16][CH:15]=3)([C:8]3[CH:13]=[CH:12][CH:11]=[CH:10][CH:9]=3)[C:2]3[CH:7]=[CH:6][CH:5]=[CH:4][CH:3]=3)[CH:24]=2)[CH2:32][CH2:31][CH2:30][CH2:29][CH2:28]1. (8) Given the reactants CO[CH:3](OC)[N:4]([CH3:6])[CH3:5].[CH3:9][O:10][C:11](=[O:17])[CH2:12][C:13](=[O:16])[CH2:14][CH3:15], predict the reaction product. The product is: [CH3:6][N:4](/[CH:3]=[C:12](/[C:13](=[O:16])[CH2:14][CH3:15])\[C:11]([O:10][CH3:9])=[O:17])[CH3:5]. (9) The product is: [CH:17]1([CH2:16][CH2:15][N:3]2[C:13]3[C:8](=[CH:9][CH:10]=[CH:11][CH:12]=3)[C:6](=[O:7])[C:4]2=[O:5])[CH2:19][CH2:18]1. Given the reactants [H-].[Na+].[NH:3]1[C:13]2[C:8](=[CH:9][CH:10]=[CH:11][CH:12]=2)[C:6](=[O:7])[C:4]1=[O:5].Br[CH2:15][CH2:16][CH:17]1[CH2:19][CH2:18]1, predict the reaction product. (10) Given the reactants N1[C:9]2[C:4](=[CH:5][CH:6]=[CH:7][CH:8]=2)[C:3](CO)=C1.C(N(CC)CC)C.[C:19](Cl)(=[O:26])C1C=CC=CC=1.[OH2:28], predict the reaction product. The product is: [C:3]([O:26][CH3:19])(=[O:28])[C:4]1[CH:5]=[CH:6][CH:7]=[CH:8][CH:9]=1.